Dataset: Forward reaction prediction with 1.9M reactions from USPTO patents (1976-2016). Task: Predict the product of the given reaction. (1) Given the reactants [C:1]([O:5][C:6]([NH:8][C:9]1([C:13]([OH:15])=O)[CH2:12][O:11][CH2:10]1)=[O:7])([CH3:4])([CH3:3])[CH3:2].[N:16]1[CH:21]=[CH:20][CH:19]=[CH:18][C:17]=1[C:22]1([NH2:25])[CH2:24][CH2:23]1.CN(C(ON1N=NC2C=CC=NC1=2)=[N+](C)C)C.F[P-](F)(F)(F)(F)F.C(N(CC)CC)C, predict the reaction product. The product is: [C:1]([O:5][C:6](=[O:7])[NH:8][C:9]1([C:13](=[O:15])[NH:25][C:22]2([C:17]3[CH:18]=[CH:19][CH:20]=[CH:21][N:16]=3)[CH2:24][CH2:23]2)[CH2:10][O:11][CH2:12]1)([CH3:2])([CH3:3])[CH3:4]. (2) Given the reactants C(N(CC)CCOC1C=CC(C([N:13]([CH2:34][CH3:35])[C:14]2[CH:19]=[C:18]([O:20]C)[CH:17]=[CH:16][C:15]=2[CH:22]2[CH2:31][CH2:30][C:29]3[C:24](=[CH:25][CH:26]=[C:27]([O:32]C)[CH:28]=3)[CH2:23]2)=O)=CC=1)C.[CH2:40]([N:42]([CH2:76][CH3:77])[CH2:43][CH2:44][O:45][C:46]1[CH:75]=[CH:74][C:49]([CH2:50]N(CC)C2C=C(OC)C=CC=2C2CCC3C(=CC=C(OC)C=3)C2)=[CH:48][CH:47]=1)[CH3:41], predict the reaction product. The product is: [CH2:76]([N:42]([CH2:40][CH3:41])[CH2:43][CH2:44][O:45][C:46]1[CH:47]=[CH:48][C:49]([CH2:50][CH2:35][CH2:34][NH:13][C:14]2[CH:19]=[C:18]([OH:20])[CH:17]=[CH:16][C:15]=2[CH:22]2[CH2:31][CH2:30][C:29]3[CH:28]=[C:27]([OH:32])[CH:26]=[CH:25][C:24]=3[CH2:23]2)=[CH:74][CH:75]=1)[CH3:77].